The task is: Predict the product of the given reaction.. This data is from Forward reaction prediction with 1.9M reactions from USPTO patents (1976-2016). Given the reactants [CH2:1]([S:3]([C:6]1[CH:34]=[CH:33][C:9]([O:10][C:11]2[CH:20]=[C:19]([NH:21][C:22]([C:24]3[CH:29]=[CH:28][CH:27]=[CH:26][N:25]=3)=O)[C:18]([N+:30]([O-])=O)=[CH:17][C:12]=2[C:13]([O:15][CH3:16])=[O:14])=[CH:8][CH:7]=1)(=[O:5])=[O:4])[CH3:2].O.O.[Cl-].Cl.C(=O)([O-])O.[Na+], predict the reaction product. The product is: [CH2:1]([S:3]([C:6]1[CH:34]=[CH:33][C:9]([O:10][C:11]2[C:12]([C:13]([O:15][CH3:16])=[O:14])=[CH:17][C:18]3[NH:30][C:22]([C:24]4[CH:29]=[CH:28][CH:27]=[CH:26][N:25]=4)=[N:21][C:19]=3[CH:20]=2)=[CH:8][CH:7]=1)(=[O:4])=[O:5])[CH3:2].